From a dataset of Full USPTO retrosynthesis dataset with 1.9M reactions from patents (1976-2016). Predict the reactants needed to synthesize the given product. Given the product [F:1][CH:2]([F:24])[O:3][C:4]1[CH:5]=[C:6]([N:10]2[CH:15]=[CH:14][C:13](=[O:16])[C:12]([C:17]3[N:35]([C:33]4[CH:32]=[CH:31][C:30]5[O:25][CH2:26][CH2:27][O:28][C:29]=5[CH:34]=4)[N:20]=[CH:19][CH:18]=3)=[N:11]2)[CH:7]=[CH:8][CH:9]=1, predict the reactants needed to synthesize it. The reactants are: [F:1][CH:2]([F:24])[O:3][C:4]1[CH:5]=[C:6]([N:10]2[CH:15]=[CH:14][C:13](=[O:16])[C:12]([C:17](=O)/[CH:18]=[CH:19]/[N:20](C)C)=[N:11]2)[CH:7]=[CH:8][CH:9]=1.[O:25]1[C:30]2[CH:31]=[CH:32][C:33]([NH:35]N)=[CH:34][C:29]=2[O:28][CH2:27][CH2:26]1.